Predict which catalyst facilitates the given reaction. From a dataset of Catalyst prediction with 721,799 reactions and 888 catalyst types from USPTO. (1) Reactant: Cl[CH2:2][CH2:3][CH2:4][O:5][C:6]1[CH:15]=[C:14]2[C:9]([C:10]([NH:16][C:17]3[CH:21]=[C:20]([CH2:22][C:23]([NH:25][C:26]4[CH:31]=[CH:30][CH:29]=[C:28]([F:32])[CH:27]=4)=[O:24])[NH:19][N:18]=3)=[N:11][CH:12]=[N:13]2)=[CH:8][CH:7]=1.[CH2:33]([NH:35][CH2:36][CH2:37][OH:38])[CH3:34].CN(C)C(=O)C. Product: [CH2:33]([N:35]([CH2:36][CH2:37][OH:38])[CH2:2][CH2:3][CH2:4][O:5][C:6]1[CH:15]=[C:14]2[C:9]([C:10]([NH:16][C:17]3[CH:21]=[C:20]([CH2:22][C:23]([NH:25][C:26]4[CH:31]=[CH:30][CH:29]=[C:28]([F:32])[CH:27]=4)=[O:24])[NH:19][N:18]=3)=[N:11][CH:12]=[N:13]2)=[CH:8][CH:7]=1)[CH3:34]. The catalyst class is: 6. (2) Reactant: [CH2:1]([O:3][C:4](=[O:38])[CH2:5][CH2:6][CH2:7][O:8][C:9]1[CH:14]=[CH:13][CH:12]=[C:11]([CH2:15][CH2:16][CH2:17][CH2:18][CH2:19][CH2:20][O:21][C:22]2[CH:27]=[C:26]([CH2:28][OH:29])[CH:25]=[C:24]([Br:30])[CH:23]=2)[C:10]=1[CH2:31][CH2:32][C:33]([O:35][CH2:36][CH3:37])=[O:34])[CH3:2].[CH3:39][S:40](Cl)(=[O:42])=[O:41].CO.CCOC(C)=O. Product: [CH2:1]([O:3][C:4](=[O:38])[CH2:5][CH2:6][CH2:7][O:8][C:9]1[CH:14]=[CH:13][CH:12]=[C:11]([CH2:15][CH2:16][CH2:17][CH2:18][CH2:19][CH2:20][O:21][C:22]2[CH:27]=[C:26]([CH2:28][O:29][S:40]([CH3:39])(=[O:42])=[O:41])[CH:25]=[C:24]([Br:30])[CH:23]=2)[C:10]=1[CH2:31][CH2:32][C:33]([O:35][CH2:36][CH3:37])=[O:34])[CH3:2]. The catalyst class is: 64. (3) Reactant: C1(C)C=CC(S([CH2:10][N+:11]#[C-:12])(=O)=O)=CC=1.C(=O)([O-])[O-].[K+].[K+].CO.[CH2:22]([O:29][C:30]1[CH:45]=[CH:44][C:43]([CH:46]=[O:47])=[CH:42][C:31]=1[C:32]([O:34][CH2:35]C1C=CC=CC=1)=[O:33])[C:23]1[CH:28]=[CH:27][CH:26]=[CH:25][CH:24]=1. Product: [CH2:22]([O:29][C:30]1[CH:45]=[CH:44][C:43]([C:46]2[O:47][CH:12]=[N:11][CH:10]=2)=[CH:42][C:31]=1[C:32]([O:34][CH3:35])=[O:33])[C:23]1[CH:24]=[CH:25][CH:26]=[CH:27][CH:28]=1. The catalyst class is: 84. (4) Reactant: [CH2:1]([S:3]([C:6]1[CH:7]=[CH:8][C:9]2[O:14][CH2:13][C:12](=O)[NH:11][C:10]=2[CH:16]=1)(=[O:5])=[O:4])[CH3:2].B.O1CCCC1.CO.Cl. Product: [CH2:1]([S:3]([C:6]1[CH:7]=[CH:8][C:9]2[O:14][CH2:13][CH2:12][NH:11][C:10]=2[CH:16]=1)(=[O:5])=[O:4])[CH3:2]. The catalyst class is: 7. (5) Reactant: [CH3:1][CH:2]1[CH:6]2[C:7]([NH:9][CH:10]=[C:11]([CH3:12])[CH:5]2[CH2:4][CH2:3]1)=[O:8].I[CH2:14][CH2:15][CH2:16][CH2:17][CH2:18][CH2:19][CH2:20][CH3:21]. Product: [CH2:14]([N:9]1[CH2:10][C@@H:11]([CH3:12])[C@H:5]2[CH2:4][CH2:3][C@H:2]([CH3:1])[C@H:6]2[C:7]1=[O:8])[CH2:15][CH2:16][CH2:17][CH2:18][CH2:19][CH2:20][CH3:21]. The catalyst class is: 1. (6) Reactant: [CH3:1][C:2]1[N:7]=[C:6]([C:8]2[N:13]=[CH:12][C:11]3[CH:14]=[N:15][NH:16][C:10]=3[CH:9]=2)[CH:5]=[N:4][CH:3]=1.[F:17][C:18]1[CH:23]=[C:22]([CH:24]2[CH2:27][O:26][CH2:25]2)[CH:21]=[C:20](F)[N:19]=1.C(=O)([O-])[O-].[Cs+].[Cs+]. Product: [F:17][C:18]1[N:19]=[C:20]([N:16]2[C:10]3[CH:9]=[C:8]([C:6]4[CH:5]=[N:4][CH:3]=[C:2]([CH3:1])[N:7]=4)[N:13]=[CH:12][C:11]=3[CH:14]=[N:15]2)[CH:21]=[C:22]([CH:24]2[CH2:27][O:26][CH2:25]2)[CH:23]=1. The catalyst class is: 3. (7) Reactant: C(OC([NH:11][C@@H:12]1[CH2:17][CH2:16][C:15]([OH:19])([CH3:18])[CH2:14][C@@H:13]1[NH:20]C(OCC1C=CC=CC=1)=O)=O)C1C=CC=CC=1.[H][H]. Product: [OH:19][C:15]1([CH3:18])[CH2:16][CH2:17][C@@H:12]([NH2:11])[C@@H:13]([NH2:20])[CH2:14]1. The catalyst class is: 43. (8) Reactant: [Cl:1][C:2]1[CH:14]=[C:13]([O:15][CH2:16][CH:17]=[C:18]([Cl:20])[Cl:19])[CH:12]=[C:11]([Cl:21])[C:3]=1[O:4][CH2:5][CH2:6][CH2:7][CH2:8][CH:9]=O.Cl.[Cl:23][C:24]([Cl:29])=[CH:25][CH2:26][O:27][NH2:28].Cl. Product: [Cl:23][C:24]([Cl:29])=[CH:25][CH2:26][O:27][N:28]=[CH:9][CH2:8][CH2:7][CH2:6][CH2:5][O:4][C:3]1[C:2]([Cl:1])=[CH:14][C:13]([O:15][CH2:16][CH:17]=[C:18]([Cl:20])[Cl:19])=[CH:12][C:11]=1[Cl:21]. The catalyst class is: 17.